Dataset: Catalyst prediction with 721,799 reactions and 888 catalyst types from USPTO. Task: Predict which catalyst facilitates the given reaction. (1) Reactant: [C:1]([NH:4][NH:5][C:6]([C:8]1[CH:9]=[CH:10][C:11]2[O:15][CH:14]=[CH:13][C:12]=2[CH:16]=1)=[O:7])(=O)[CH3:2].C1(C)C=CC(S(Cl)(=O)=O)=CC=1. Product: [O:15]1[C:11]2[CH:10]=[CH:9][C:8]([C:6]3[O:7][C:1]([CH3:2])=[N:4][N:5]=3)=[CH:16][C:12]=2[CH:13]=[CH:14]1. The catalyst class is: 300. (2) Reactant: ClC(Cl)(Cl)[C:3]([C:5]1[N:14]2[C:8]([CH2:9][N:10]([C:19]([C:21]3[CH:26]=[CH:25][C:24]([C:27]4[CH:32]=[CH:31][CH:30]=[CH:29][C:28]=4[CH3:33])=[C:23]([CH3:34])[CH:22]=3)=[O:20])[C:11]3[CH:18]=[CH:17][CH:16]=[CH:15][C:12]=3[CH2:13]2)=[CH:7][CH:6]=1)=[O:4].CS(C)=O.[NH2:41][CH2:42][C:43]1[CH:44]=[N:45][CH:46]=[CH:47][CH:48]=1.C(OCC)C. Product: [CH3:34][C:23]1[CH:22]=[C:21]([C:19]([N:10]2[C:11]3[CH:18]=[CH:17][CH:16]=[CH:15][C:12]=3[CH2:13][N:14]3[C:5]([C:3]([NH:41][CH2:42][C:43]4[CH:44]=[N:45][CH:46]=[CH:47][CH:48]=4)=[O:4])=[CH:6][CH:7]=[C:8]3[CH2:9]2)=[O:20])[CH:26]=[CH:25][C:24]=1[C:27]1[CH:32]=[CH:31][CH:30]=[CH:29][C:28]=1[CH3:33]. The catalyst class is: 10.